Dataset: Catalyst prediction with 721,799 reactions and 888 catalyst types from USPTO. Task: Predict which catalyst facilitates the given reaction. Reactant: Cl.[NH2:2][CH2:3][CH2:4][O:5][CH2:6][CH2:7][NH:8][C:9](=[O:29])[C:10]([O:13][C:14]1[CH:19]=[CH:18][C:17]([C:20](=[O:28])[C:21]2[CH:26]=[CH:25][C:24]([Cl:27])=[CH:23][CH:22]=2)=[CH:16][CH:15]=1)([CH3:12])[CH3:11].[C:30](O)(=[O:52])[CH2:31][CH2:32]/[CH:33]=[CH:34]\[CH2:35]/[CH:36]=[CH:37]\[CH2:38]/[CH:39]=[CH:40]\[CH2:41]/[CH:42]=[CH:43]\[CH2:44]/[CH:45]=[CH:46]\[CH2:47]/[CH:48]=[CH:49]\[CH2:50][CH3:51].CN(C(ON1N=NC2C=CC=NC1=2)=[N+](C)C)C.F[P-](F)(F)(F)(F)F.CCN(C(C)C)C(C)C. Product: [Cl:27][C:24]1[CH:23]=[CH:22][C:21]([C:20]([C:17]2[CH:18]=[CH:19][C:14]([O:13][C:10]([CH3:12])([CH3:11])[C:9]([NH:8][CH2:7][CH2:6][O:5][CH2:4][CH2:3][NH:2][C:30](=[O:52])[CH2:31][CH2:32]/[CH:33]=[CH:34]\[CH2:35]/[CH:36]=[CH:37]\[CH2:38]/[CH:39]=[CH:40]\[CH2:41]/[CH:42]=[CH:43]\[CH2:44]/[CH:45]=[CH:46]\[CH2:47]/[CH:48]=[CH:49]\[CH2:50][CH3:51])=[O:29])=[CH:15][CH:16]=2)=[O:28])=[CH:26][CH:25]=1. The catalyst class is: 210.